Dataset: Catalyst prediction with 721,799 reactions and 888 catalyst types from USPTO. Task: Predict which catalyst facilitates the given reaction. (1) Reactant: [CH3:1][C:2]1[NH:3][CH:4]=[C:5]([C:7]([OH:9])=[O:8])[N:6]=1.F[C:11]1[CH:18]=[CH:17][C:14]([C:15]#[N:16])=[CH:13][C:12]=1[F:19].C([O-])([O-])=O.[K+].[K+]. Product: [C:15]([C:14]1[CH:17]=[CH:18][C:11]([N:3]2[CH:4]=[C:5]([C:7]([OH:9])=[O:8])[N:6]=[C:2]2[CH3:1])=[C:12]([F:19])[CH:13]=1)#[N:16]. The catalyst class is: 9. (2) Reactant: Br[C:2]1[CH:3]=[C:4]2[C:9](=[CH:10][CH:11]=1)[CH:8]=[C:7]([O:12][Si:13]([C:16]([CH3:19])([CH3:18])[CH3:17])([CH3:15])[CH3:14])[CH:6]=[CH:5]2.[Li]CCCC.CN([CH:28]=[O:29])C. Product: [Si:13]([O:12][C:7]1[CH:8]=[C:9]2[C:4](=[CH:5][CH:6]=1)[CH:3]=[C:2]([CH:28]=[O:29])[CH:11]=[CH:10]2)([C:16]([CH3:19])([CH3:18])[CH3:17])([CH3:15])[CH3:14]. The catalyst class is: 1. (3) Reactant: I[CH:2]([CH3:4])[CH3:3].CN(C)C=O.[NH2:10][C:11](=[N:17][OH:18])[C:12](=[N:15][OH:16])[C:13]#[N:14].C(=O)([O-])[O-].[K+].[K+]. Product: [NH2:10][C:11](=[N:17][OH:18])[C:12](=[N:15][O:16][CH:2]([CH3:4])[CH3:3])[C:13]#[N:14]. The catalyst class is: 6. (4) Reactant: [H][H].[N:3]([CH2:6][C@@H:7]1[C@@H:11]([F:12])[CH2:10][N:9]([C:13]([O:15][CH2:16][C:17]2[CH:22]=[CH:21][CH:20]=[CH:19][CH:18]=2)=[O:14])[CH2:8]1)=[N+]=[N-].N(CC1CN(C(OCC2C=CC=CC=2)=O)CC=1)=[N+]=[N-]. Product: [NH2:3][CH2:6][C@@H:7]1[C@@H:11]([F:12])[CH2:10][N:9]([C:13]([O:15][CH2:16][C:17]2[CH:22]=[CH:21][CH:20]=[CH:19][CH:18]=2)=[O:14])[CH2:8]1. The catalyst class is: 865. (5) Reactant: [CH3:1][Si:2]([CH3:11])([CH3:10])[O:3][C@H:4]1[CH2:8][CH2:7][NH:6][C:5]1=[O:9].[C:12](O[C:12]([O:14][C:15]([CH3:18])([CH3:17])[CH3:16])=[O:13])([O:14][C:15]([CH3:18])([CH3:17])[CH3:16])=[O:13].C(N(CC)CC)C.CN(C1C=CC=CN=1)C.Cl. Product: [O:9]=[C:5]1[C@@H:4]([O:3][Si:2]([CH3:11])([CH3:10])[CH3:1])[CH2:8][CH2:7][N:6]1[C:12]([O:14][C:15]([CH3:18])([CH3:17])[CH3:16])=[O:13]. The catalyst class is: 2. (6) Reactant: Cl.CN(C)CCCN=C=NCC.OC1C=CC=C[N+]=1[O-].[Cl:21][C:22]1[CH:23]=[C:24]([N:39]2[CH:43]=[N:42][C:41]([C:44](O)=[O:45])=[N:40]2)[CH:25]=[C:26]([Cl:38])[C:27]=1[O:28][CH2:29][C:30]1[CH:35]=[CH:34][C:33]([O:36][CH3:37])=[CH:32][CH:31]=1.[NH2:47][CH2:48][C:49]1[CH:54]=[CH:53][C:52]([OH:55])=[CH:51][CH:50]=1. Product: [Cl:21][C:22]1[CH:23]=[C:24]([N:39]2[CH:43]=[N:42][C:41]([C:44]([NH:47][CH2:48][C:49]3[CH:54]=[CH:53][C:52]([OH:55])=[CH:51][CH:50]=3)=[O:45])=[N:40]2)[CH:25]=[C:26]([Cl:38])[C:27]=1[O:28][CH2:29][C:30]1[CH:35]=[CH:34][C:33]([O:36][CH3:37])=[CH:32][CH:31]=1. The catalyst class is: 17. (7) Reactant: [CH2:1]([C:3]1[CH:8]=[C:7]([N+:9]([O-:11])=[O:10])[C:6]([O:12][CH2:13][CH3:14])=[CH:5][C:4]=1F)[CH3:2].[CH3:16][S:17]([N:20]1[CH2:25][CH2:24][N:23]([CH:26]2[CH2:31][CH2:30][NH:29][CH2:28][CH2:27]2)[CH2:22][CH2:21]1)(=[O:19])=[O:18].C([O-])([O-])=O.[K+].[K+].O. Product: [CH2:1]([C:3]1[CH:8]=[C:7]([N+:9]([O-:11])=[O:10])[C:6]([O:12][CH2:13][CH3:14])=[CH:5][C:4]=1[N:29]1[CH2:28][CH2:27][CH:26]([N:23]2[CH2:24][CH2:25][N:20]([S:17]([CH3:16])(=[O:19])=[O:18])[CH2:21][CH2:22]2)[CH2:31][CH2:30]1)[CH3:2]. The catalyst class is: 16. (8) Reactant: Cl.[CH3:2][O:3][C:4]1[CH:9]=[CH:8][CH:7]=[CH:6][C:5]=1[NH:10][NH2:11].[OH-].[Na+]. Product: [CH3:2][O:3][C:4]1[CH:9]=[CH:8][CH:7]=[CH:6][C:5]=1[N:10]1[C:5]([NH2:10])=[CH:4][C:9]([CH3:8])=[N:11]1. The catalyst class is: 33.